Regression. Given a peptide amino acid sequence and an MHC pseudo amino acid sequence, predict their binding affinity value. This is MHC class II binding data. From a dataset of Peptide-MHC class II binding affinity with 134,281 pairs from IEDB. (1) The peptide sequence is LRLGKEFIRCLALPF. The MHC is DRB1_0801 with pseudo-sequence DRB1_0801. The binding affinity (normalized) is 0.495. (2) The peptide sequence is VIEDITFLRPVLK. The MHC is DRB1_1501 with pseudo-sequence DRB1_1501. The binding affinity (normalized) is 0.172. (3) The peptide sequence is INEPTAAAIAYGLGR. The MHC is HLA-DQA10501-DQB10301 with pseudo-sequence HLA-DQA10501-DQB10301. The binding affinity (normalized) is 0.640. (4) The peptide sequence is EKQYFAATQFEPLAA. The MHC is DRB1_0701 with pseudo-sequence DRB1_0701. The binding affinity (normalized) is 0.712.